From a dataset of Catalyst prediction with 721,799 reactions and 888 catalyst types from USPTO. Predict which catalyst facilitates the given reaction. (1) Reactant: [Cl:1][C:2]1[CH:3]=[CH:4][C:5]([OH:23])=[C:6]([C:8]2[CH:13]=[CH:12][C:11]([C:14]([NH:16][CH:17]([CH2:20][CH3:21])[CH2:18][CH3:19])=[O:15])=[C:10]([F:22])[CH:9]=2)[CH:7]=1.CC1C=CC(O[C@H:30]([CH3:35])[C:31]([O:33]C)=[O:32])=CC=1.C(=O)([O-])[O-].[K+].[K+]. Product: [Cl:1][C:2]1[CH:3]=[CH:4][C:5]([O:23][C@@H:30]([CH3:35])[C:31]([OH:33])=[O:32])=[C:6]([C:8]2[CH:13]=[CH:12][C:11]([C:14]([NH:16][CH:17]([CH2:18][CH3:19])[CH2:20][CH3:21])=[O:15])=[C:10]([F:22])[CH:9]=2)[CH:7]=1. The catalyst class is: 47. (2) Reactant: [N:1]1([CH2:7][C:8]2[CH:9]=[C:10]([C:14]3[CH:18]=[C:17]([CH2:19][CH:20]([CH3:22])[CH3:21])[S:16][C:15]=3[S:23]([NH:26]C(C)(C)C)(=[O:25])=[O:24])[CH:11]=[CH:12][CH:13]=2)[CH2:5][CH2:4][CH2:3][C:2]1=[O:6].B(Cl)(Cl)Cl.N1(C2C=CC=CN=2)CCCC1.Cl[C:47]([O:49][CH2:50][CH2:51][CH2:52][CH3:53])=[O:48].C(O)(=O)CC(CC(O)=O)(C(O)=O)O. Product: [CH2:50]([O:49][C:47]([NH:26][S:23]([C:15]1[S:16][C:17]([CH2:19][CH:20]([CH3:21])[CH3:22])=[CH:18][C:14]=1[C:10]1[CH:11]=[CH:12][CH:13]=[C:8]([CH2:7][N:1]2[CH2:5][CH2:4][CH2:3][C:2]2=[O:6])[CH:9]=1)(=[O:25])=[O:24])=[O:48])[CH2:51][CH2:52][CH3:53]. The catalyst class is: 2. (3) Product: [CH3:6][N:7]([CH3:8])[C:9]1[CH:10]=[C:11]([S:1]([Cl:5])(=[O:3])=[O:2])[CH:12]=[CH:13][CH:14]=1. Reactant: [S:1]([Cl:5])(=O)(=[O:3])[OH:2].[CH3:6][N:7]([C:9]1[CH:14]=[CH:13][CH:12]=[CH:11][CH:10]=1)[CH3:8].[Cl-].[Na+].O.O. The catalyst class is: 4. (4) The catalyst class is: 41. Reactant: [O:1]=[C:2]([CH3:15])[CH2:3][CH2:4][N-:5][CH2:6][CH:7]=[CH:8][C:9]1[CH:14]=[CH:13][CH:12]=[CH:11][CH:10]=1.[Cl:16][C:17]1[CH:18]=[C:19]([CH:22]=[CH:23][CH:24]=1)[CH:20]=O.N1CCCCC1.C(O)(=[O:33])C. Product: [C:2]([C:3](=[CH:20][C:19]1[CH:22]=[CH:23][CH:24]=[C:17]([Cl:16])[CH:18]=1)[C:4]([NH:5][CH2:6][CH:7]=[CH:8][C:9]1[CH:10]=[CH:11][CH:12]=[CH:13][CH:14]=1)=[O:33])(=[O:1])[CH3:15]. (5) Reactant: [S-:1][C:2]#[N:3].[K+].Cl.C([C:10]1[CH:20]=[CH:19][CH:18]=[CH:17][C:11]=1[C:12]([N:14]([CH3:16])[NH2:15])=O)(C)(C)C. Product: [C:11]([C:19]1[CH:20]=[CH:10][C:11]([C:12]2[N:14]([CH3:16])[N:15]=[C:2]([SH:1])[N:3]=2)=[CH:17][CH:18]=1)([CH3:17])([CH3:12])[CH3:10]. The catalyst class is: 8. (6) Reactant: [NH2:1][C:2]1[CH:3]=[C:4]([C:9]([C:18]2[CH:23]=[CH:22][C:21]([OH:24])=C(N)C=2)([C:14](F)(F)F)[C:10](F)(F)F)[CH:5]=[CH:6][C:7]=1O.NCCC[Si](C)(C)[O:31][Si](C)(C)[CH2:33][CH2:34][CH2:35][NH2:36].NC1C=C[C:45]([OH:48])=CC=1.[CH:49]1[C:54](O[C:56]2[CH:61]=[CH:60][C:59]3[C:62]([O:64][C:65](=[O:66])[C:58]=3[CH:57]=2)=[O:63])=C[C:52]2C(O[C:70](=O)[C:51]=2[CH:50]=1)=O.CN1[CH2:77][CH2:76][CH2:75][C:74]1=[O:78]. Product: [CH3:14][C:9]1([CH3:10])[C:4]2[CH:3]=[C:2]([NH2:1])[CH:7]=[CH:6][C:5]=2[C:51]([C:50]2[CH:33]=[CH:34][C:35]([NH2:36])=[CH:54][CH:49]=2)([CH3:70])[CH2:52]1.[CH:18]1[C:75]([C:74]([C:56]2[CH:61]=[CH:60][C:59]3[C:62]([O:64][C:65](=[O:66])[C:58]=3[CH:57]=2)=[O:63])=[O:78])=[CH:76][C:77]2[C:45]([O:48][C:21](=[O:24])[C:22]=2[CH:23]=1)=[O:31]. The catalyst class is: 6. (7) Reactant: [C:1]([O:5][C:6]([NH:8][C@H:9]([C:32]([O:34][C:35]([CH3:38])([CH3:37])[CH3:36])=[O:33])[CH2:10][C@H:11]([CH2:19][CH2:20][CH2:21][C:22]1[CH:27]=[CH:26][C:25]([CH2:28][CH2:29][CH2:30][OH:31])=[CH:24][CH:23]=1)[C:12]([O:14][C:15]([CH3:18])([CH3:17])[CH3:16])=[O:13])=[O:7])([CH3:4])([CH3:3])[CH3:2].[C:39]1([CH3:59])[CH:44]=[CH:43][C:42]([S:45](O[S:45]([C:42]2[CH:43]=[CH:44][C:39]([CH3:59])=[CH:40][CH:41]=2)(=[O:47])=[O:46])(=[O:47])=[O:46])=[CH:41][CH:40]=1.Cl. Product: [C:1]([O:5][C:6]([NH:8][C@H:9]([C:32]([O:34][C:35]([CH3:38])([CH3:37])[CH3:36])=[O:33])[CH2:10][C@H:11]([CH2:19][CH2:20][CH2:21][C:22]1[CH:27]=[CH:26][C:25]([CH2:28][CH2:29][CH2:30][O:31][S:45]([C:42]2[CH:43]=[CH:44][C:39]([CH3:59])=[CH:40][CH:41]=2)(=[O:47])=[O:46])=[CH:24][CH:23]=1)[C:12]([O:14][C:15]([CH3:16])([CH3:17])[CH3:18])=[O:13])=[O:7])([CH3:2])([CH3:3])[CH3:4]. The catalyst class is: 17. (8) Reactant: Cl.[CH2:2]([C:4]1[O:8][C:7]([CH2:9][N:10]2[C:15]3[CH:16]=[C:17]([C:19]4[CH:24]=[CH:23][CH:22]=[CH:21][CH:20]=4)[S:18][C:14]=3[C:13](=[O:25])[N:12]([CH:26]3[CH2:31][CH2:30][NH:29][CH2:28][CH2:27]3)[C:11]2=[O:32])=[N:6][N:5]=1)[CH3:3].[CH2:33]([O:35][C:36]1[C:45]([O:46][CH3:47])=[CH:44][C:43]2[C:42]([C:48]3[CH:56]=[CH:55][C:51]([C:52](O)=[O:53])=[CH:50][CH:49]=3)=[N:41][C@@H:40]3[CH2:57][CH2:58][S:59][CH2:60][C@@H:39]3[C:38]=2[CH:37]=1)[CH3:34].CN(C(ON1N=NC2C=CC=CC1=2)=[N+](C)C)C.F[P-](F)(F)(F)(F)F.CCN(C(C)C)C(C)C. Product: [CH2:33]([O:35][C:36]1[C:45]([O:46][CH3:47])=[CH:44][C:43]2[C:42]([C:48]3[CH:49]=[CH:50][C:51]([C:52]([N:29]4[CH2:30][CH2:31][CH:26]([N:12]5[C:13](=[O:25])[C:14]6[S:18][C:17]([C:19]7[CH:24]=[CH:23][CH:22]=[CH:21][CH:20]=7)=[CH:16][C:15]=6[N:10]([CH2:9][C:7]6[O:8][C:4]([CH2:2][CH3:3])=[N:5][N:6]=6)[C:11]5=[O:32])[CH2:27][CH2:28]4)=[O:53])=[CH:55][CH:56]=3)=[N:41][C@@H:40]3[CH2:57][CH2:58][S:59][CH2:60][C@@H:39]3[C:38]=2[CH:37]=1)[CH3:34]. The catalyst class is: 2. (9) Reactant: [CH3:1][NH:2][CH2:3][CH:4]([C:6]1[CH:11]=[CH:10][C:9]([N+:12]([O-:14])=[O:13])=[CH:8][CH:7]=1)[OH:5].[Cl:15][C:16]1[CH:38]=[CH:37][C:19]([CH2:20][NH:21][C:22]([C:24]2[C:25](=[O:36])[C:26]3[CH:33]=[C:32]([CH2:34]Cl)[S:31][C:27]=3[N:28]([CH3:30])[CH:29]=2)=[O:23])=[CH:18][CH:17]=1.C(N(C(C)C)CC)(C)C.C([O-])(O)=O.[Na+]. Product: [Cl:15][C:16]1[CH:38]=[CH:37][C:19]([CH2:20][NH:21][C:22]([C:24]2[C:25](=[O:36])[C:26]3[CH:33]=[C:32]([CH2:34][N:2]([CH2:3][C@@H:4]([OH:5])[C:6]4[CH:7]=[CH:8][C:9]([N+:12]([O-:14])=[O:13])=[CH:10][CH:11]=4)[CH3:1])[S:31][C:27]=3[N:28]([CH3:30])[CH:29]=2)=[O:23])=[CH:18][CH:17]=1. The catalyst class is: 737. (10) Reactant: C[O:2][C:3]([C:5]1[CH:10]=[CH:9][C:8](=[O:11])[N:7]([CH3:12])[C:6]=1[NH:13][C:14]1[CH:19]=[CH:18][C:17]([Br:20])=[CH:16][C:15]=1[F:21])=[O:4].BrC1C=CC(N)=C(F)C=1.C[Si]([N-][Si](C)(C)C)(C)C.[Li+].COC(C1C=CC(=O)NC=1)=O. Product: [Br:20][C:17]1[CH:18]=[CH:19][C:14]([NH:13][C:6]2[N:7]([CH3:12])[C:8](=[O:11])[CH:9]=[CH:10][C:5]=2[C:3]([OH:4])=[O:2])=[C:15]([F:21])[CH:16]=1. The catalyst class is: 1.